This data is from Forward reaction prediction with 1.9M reactions from USPTO patents (1976-2016). The task is: Predict the product of the given reaction. (1) Given the reactants [CH3:1][C:2]1[N:3]=[C:4]([NH:7][C:8]2[C:15]([O:16][C:17]3[CH:22]=[CH:21][CH:20]=[CH:19][CH:18]=3)=[CH:14][C:11]([CH:12]=[O:13])=[CH:10][N:9]=2)[S:5][CH:6]=1.[BH4-].[Na+].[NH4+].[Cl-], predict the reaction product. The product is: [CH3:1][C:2]1[N:3]=[C:4]([NH:7][C:8]2[N:9]=[CH:10][C:11]([CH2:12][OH:13])=[CH:14][C:15]=2[O:16][C:17]2[CH:22]=[CH:21][CH:20]=[CH:19][CH:18]=2)[S:5][CH:6]=1. (2) The product is: [F:11][C:12]1[CH:13]=[CH:14][C:15]([O:16][CH2:17][CH:18]([O:25][CH2:26][O:27][CH2:28][CH2:29][O:30][CH3:31])[CH2:19][CH2:20][CH2:21][CH2:22][CH:23]=[O:24])=[CH:32][CH:33]=1. Given the reactants C(Cl)(=O)C(Cl)=O.CS(C)=O.[F:11][C:12]1[CH:33]=[CH:32][C:15]([O:16][CH2:17][CH:18]([O:25][CH2:26][O:27][CH2:28][CH2:29][O:30][CH3:31])[CH2:19][CH2:20][CH2:21][CH2:22][CH2:23][OH:24])=[CH:14][CH:13]=1, predict the reaction product. (3) Given the reactants [CH3:1][O:2][C:3]1[CH:4]=[C:5]([CH2:9][C:10]([OH:12])=O)[CH:6]=[CH:7][CH:8]=1.C(N1C=CN=C1)(N1C=CN=C1)=O.[NH2:25][C:26]1[S:27][C:28]([N+:31]([O-:33])=[O:32])=[CH:29][N:30]=1, predict the reaction product. The product is: [CH3:1][O:2][C:3]1[CH:4]=[C:5]([CH2:9][C:10]([NH:25][C:26]2[S:27][C:28]([N+:31]([O-:33])=[O:32])=[CH:29][N:30]=2)=[O:12])[CH:6]=[CH:7][CH:8]=1. (4) Given the reactants [CH2:1]([N:3]1[C:11]2[C:6](=[CH:7][C:8]([N+:12]([O-])=O)=[CH:9][CH:10]=2)[C:5](=[O:15])[NH:4]1)[CH3:2].[CH3:16][C:17]1[NH:21][N:20]([C:22]2[CH:27]=[CH:26][CH:25]=[CH:24][CH:23]=2)[NH:19][C:18]=1[C:28](O)=[O:29].CCN=C=NCCCN(C)C, predict the reaction product. The product is: [CH2:1]([N:3]1[C:11]2[C:6](=[CH:7][C:8]([NH:12][C:28]([C:18]3[C:17]([CH3:16])=[N:21][N:20]([C:22]4[CH:27]=[CH:26][CH:25]=[CH:24][CH:23]=4)[N:19]=3)=[O:29])=[CH:9][CH:10]=2)[C:5](=[O:15])[NH:4]1)[CH3:2]. (5) Given the reactants [CH2:1]([OH:4])[CH2:2][OH:3].C[Si]([N-][Si](C)(C)C)(C)C.[Na+].[Cl:15][C:16]1[N:21]=[C:20](S(C)(=O)=O)[CH:19]=[CH:18][N:17]=1, predict the reaction product. The product is: [Cl:15][C:16]1[N:21]=[C:20]([O:3][CH2:2][CH2:1][OH:4])[CH:19]=[CH:18][N:17]=1. (6) Given the reactants [Si]([O:8][CH2:9][C:10]1[N:11]=[C:12]([C:15]2[CH:25]=[CH:24][C:18]([C:19]([N:21]([CH3:23])[CH3:22])=[O:20])=[CH:17][CH:16]=2)[S:13][CH:14]=1)(C(C)(C)C)(C)C.F.F.F.C(N(CC)CC)C, predict the reaction product. The product is: [OH:8][CH2:9][C:10]1[N:11]=[C:12]([C:15]2[CH:16]=[CH:17][C:18]([C:19]([N:21]([CH3:22])[CH3:23])=[O:20])=[CH:24][CH:25]=2)[S:13][CH:14]=1.